Dataset: Reaction yield outcomes from USPTO patents with 853,638 reactions. Task: Predict the reaction yield, written as a fraction of the theoretical maximum amount of product (1.0 means a 100% yield; for example, 0.34 means a 34% yield). (1) The reactants are C([O:3][C:4](=[O:46])[CH2:5][CH2:6][CH2:7][O:8][C:9]1[CH:14]=[CH:13][CH:12]=[C:11]([CH2:15][CH2:16][CH2:17][CH2:18][CH2:19][CH2:20][O:21][C:22]2[CH:23]=[C:24]([C:33]3[CH:38]=[CH:37][CH:36]=[CH:35][CH:34]=3)[CH:25]=[C:26]([C:28]3[CH:32]=[CH:31][S:30][CH:29]=3)[CH:27]=2)[C:10]=1[CH2:39][CH2:40][C:41]([O:43]CC)=[O:42])C.[OH-].[Na+]. No catalyst specified. The product is [C:41]([CH2:40][CH2:39][C:10]1[C:11]([CH2:15][CH2:16][CH2:17][CH2:18][CH2:19][CH2:20][O:21][C:22]2[CH:23]=[C:24]([C:33]3[CH:34]=[CH:35][CH:36]=[CH:37][CH:38]=3)[CH:25]=[C:26]([C:28]3[CH:32]=[CH:31][S:30][CH:29]=3)[CH:27]=2)=[CH:12][CH:13]=[CH:14][C:9]=1[O:8][CH2:7][CH2:6][CH2:5][C:4]([OH:46])=[O:3])([OH:43])=[O:42]. The yield is 0.710. (2) The reactants are [N+:1]([C:4]1[CH:5]=[CH:6][C:7]2[CH2:13][CH2:12][CH2:11][CH2:10][N:9]([C:14](=[O:16])[CH3:15])[C:8]=2[CH:17]=1)([O-])=O. The catalyst is CCO.[Pd]. The product is [NH2:1][C:4]1[CH:5]=[CH:6][C:7]2[CH2:13][CH2:12][CH2:11][CH2:10][N:9]([C:14](=[O:16])[CH3:15])[C:8]=2[CH:17]=1. The yield is 0.900.